This data is from Catalyst prediction with 721,799 reactions and 888 catalyst types from USPTO. The task is: Predict which catalyst facilitates the given reaction. (1) Reactant: [OH:1][C@@H:2]([C:28]1[CH:32]=[CH:31][S:30][CH:29]=1)[CH2:3][N:4]([CH2:17][C@H:18]([NH:20]C(=O)OC(C)(C)C)[CH3:19])[S:5]([C:8]1[CH:13]=[CH:12][CH:11]=[CH:10][C:9]=1[N+:14]([O-:16])=[O:15])(=[O:7])=[O:6].FC(F)(F)C(O)=O. Product: [NH2:20][C@H:18]([CH3:19])[CH2:17][N:4]([CH2:3][C@@H:2]([OH:1])[C:28]1[CH:32]=[CH:31][S:30][CH:29]=1)[S:5]([C:8]1[CH:13]=[CH:12][CH:11]=[CH:10][C:9]=1[N+:14]([O-:16])=[O:15])(=[O:6])=[O:7]. The catalyst class is: 4. (2) Product: [Cl:1][C:2]1[CH:3]=[C:4]([C:5]2[N:24]=[C:22]([N:21]([CH2:20][CH2:19][CH2:18][N:12]3[CH2:13][CH2:14][O:15][CH2:16][CH2:17]3)[C:39]([C:35]3[S:34][CH:38]=[CH:37][CH:36]=3)=[O:40])[S:23][CH:6]=2)[CH:9]=[CH:10][CH:11]=1. The catalyst class is: 8. Reactant: [Cl:1][C:2]1[CH:3]=[C:4]([CH:9]=[CH:10][CH:11]=1)[C:5](=O)[CH2:6]Br.[N:12]1([CH2:18][CH2:19][CH2:20][NH:21][C:22]([NH2:24])=[S:23])[CH2:17][CH2:16][O:15][CH2:14][CH2:13]1.C(N(CC)C(C)C)(C)C.[S:34]1[CH:38]=[CH:37][CH:36]=[C:35]1[C:39](Cl)=[O:40]. (3) Reactant: C([N:4]1[C:12]2[C:7](=[C:8]([O:13][CH2:14][CH2:15][Cl:16])[CH:9]=[CH:10][CH:11]=2)[CH:6]=[N:5]1)(=O)C.Cl. Product: [Cl:16][CH2:15][CH2:14][O:13][C:8]1[CH:9]=[CH:10][CH:11]=[C:12]2[C:7]=1[CH:6]=[N:5][NH:4]2. The catalyst class is: 5. (4) Reactant: [CH3:1][CH:2]1[CH:7]([CH3:8])[CH:6]([CH3:9])[CH2:5][CH:4]([OH:10])[CH2:3]1.CC(OI1(OC(C)=O)(OC(C)=O)OC(=O)C2C=CC=CC1=2)=O.FC(F)(F)C(OC(=O)C(F)(F)F)=O.[OH-].[Na+]. Product: [CH3:1][CH:2]1[CH:7]([CH3:8])[CH:6]([CH3:9])[CH2:5][C:4](=[O:10])[CH2:3]1. The catalyst class is: 268. (5) Reactant: I[C:2]1[NH:6][C:5]([CH3:7])=[N:4][C:3]=1[CH:8]=[O:9].[CH3:10][C:11]1[CH:20]=[C:19]([CH3:21])[C:18](B2OC(C)(C)C(C)(C)O2)=[CH:17][C:12]=1[C:13]([O:15][CH3:16])=[O:14].C(=O)([O-])[O-].[K+].[K+]. Product: [CH:8]([C:3]1[N:4]=[C:5]([CH3:7])[NH:6][C:2]=1[C:18]1[C:19]([CH3:21])=[CH:20][C:11]([CH3:10])=[C:12]([CH:17]=1)[C:13]([O:15][CH3:16])=[O:14])=[O:9]. The catalyst class is: 117. (6) Reactant: [NH2:1][C:2]1[N:3]=[C:4]([Cl:39])[C:5]2[CH:10]=[CH:9][N:8]([CH:11]3[O:26][C@H:25]([CH2:27][O:28]CC4C=CC(Cl)=CC=4Cl)[C@@H:14]([O:15]CC4C=CC(Cl)=CC=4Cl)[C@@:12]3([CH3:38])[OH:13])[C:6]=2[N:7]=1.B(Cl)(Cl)Cl. Product: [NH2:1][C:2]1[N:3]=[C:4]([Cl:39])[C:5]2[CH:10]=[CH:9][N:8]([CH:11]3[O:26][C@H:25]([CH2:27][OH:28])[C@@H:14]([OH:15])[C@@:12]3([CH3:38])[OH:13])[C:6]=2[N:7]=1. The catalyst class is: 2.